This data is from Full USPTO retrosynthesis dataset with 1.9M reactions from patents (1976-2016). The task is: Predict the reactants needed to synthesize the given product. (1) Given the product [NH2:4][C:5]1[CH:10]=[C:9]([Cl:11])[N:8]=[C:7]([O:2][CH3:1])[N:6]=1, predict the reactants needed to synthesize it. The reactants are: [CH3:1][O-:2].[Na+].[NH2:4][C:5]1[CH:10]=[C:9]([Cl:11])[N:8]=[C:7](Cl)[N:6]=1. (2) Given the product [CH3:9][O:10][C:11]1[CH:18]=[C:17]([O:19][CH3:20])[CH:16]=[CH:15][C:12]=1[CH:13]=[N:1][C:2]1[CH:7]=[CH:6][CH:5]=[C:4]([F:8])[N:3]=1, predict the reactants needed to synthesize it. The reactants are: [NH2:1][C:2]1[CH:7]=[CH:6][CH:5]=[C:4]([F:8])[N:3]=1.[CH3:9][O:10][C:11]1[CH:18]=[C:17]([O:19][CH3:20])[CH:16]=[CH:15][C:12]=1[CH:13]=O.C1(C)C=CC=CC=1.C(O)(C(F)(F)F)=O. (3) Given the product [CH:22]([C:11]1[CH:12]=[C:13]([O:18][CH3:19])[C:14]([O:16][CH3:17])=[CH:15][C:10]=1[CH:9]=[N:8][CH:4]([CH:1]([CH3:2])[CH3:3])[CH:5]([CH3:6])[CH3:7])([CH3:24])[CH3:23], predict the reactants needed to synthesize it. The reactants are: [CH:1]([CH:4]([N:8]=[CH:9][C:10]1[CH:15]=[C:14]([O:16][CH3:17])[C:13]([O:18][CH3:19])=[CH:12][C:11]=1OC)[CH:5]([CH3:7])[CH3:6])([CH3:3])[CH3:2].[CH:22]([Li])([CH3:24])[CH3:23]. (4) Given the product [Br:1][C:2]1[N:3]=[C:4]2[N:9]([CH:10]([C:12]3[CH:13]=[C:14]4[C:19](=[CH:20][CH:21]=3)[N:18]=[CH:17][CH:16]=[CH:15]4)[CH3:11])[N:23]=[N:8][C:5]2=[N:6][CH:7]=1, predict the reactants needed to synthesize it. The reactants are: [Br:1][C:2]1[N:3]=[C:4]([NH:9][CH:10]([C:12]2[CH:13]=[C:14]3[C:19](=[CH:20][CH:21]=2)[N:18]=[CH:17][CH:16]=[CH:15]3)[CH3:11])[C:5]([NH2:8])=[N:6][CH:7]=1.C[N:23](C=O)C. (5) Given the product [CH3:40][C@@H:38]1[CH2:37][N:36]([C:41]([O:43][C:44]([CH3:45])([CH3:46])[CH3:47])=[O:42])[C@H:35]([C:33]2[NH:32][C:31]3[CH:48]=[C:49]([C:9]4[S:13][C:12]5[CH:14]=[C:15]([B:17]6[O:18][C:19]([CH3:25])([CH3:24])[C:20]([CH3:22])([CH3:23])[O:21]6)[S:16][C:11]=5[CH:10]=4)[CH:28]=[CH:29][C:30]=3[N:34]=2)[CH2:39]1, predict the reactants needed to synthesize it. The reactants are: CC1(C)C(C)(C)OB([C:9]2[S:13][C:12]3[CH:14]=[C:15]([B:17]4[O:21][C:20]([CH3:23])([CH3:22])[C:19]([CH3:25])([CH3:24])[O:18]4)[S:16][C:11]=3[CH:10]=2)O1.I[C:28]1[CH:49]=[CH:48][C:31]2[NH:32][C:33]([C@@H:35]3[CH2:39][C@H:38]([CH3:40])[CH2:37][N:36]3[C:41]([O:43][C:44]([CH3:47])([CH3:46])[CH3:45])=[O:42])=[N:34][C:30]=2[CH:29]=1.N#N.CC1CCCO1. (6) Given the product [CH2:68]([O:75][C:76](=[O:84])[CH2:77][C@@H:78]([NH:83][C:38](=[O:39])[CH2:37][CH2:36][CH2:35][CH2:34][CH2:33][CH2:32][CH2:31][O:30][CH2:29][C:28]1[CH:40]=[CH:41][C:25]([C:24]([F:42])([F:43])[F:23])=[CH:26][CH:27]=1)[CH2:79][N:80]([CH3:81])[CH3:82])[C:69]1[CH:74]=[CH:73][CH:72]=[CH:71][CH:70]=1, predict the reactants needed to synthesize it. The reactants are: C(O)CCCCCCCO.FC(F)(F)C1C=CC(CBr)=CC=1.[F:23][C:24]([F:43])([F:42])[C:25]1[CH:41]=[CH:40][C:28]([CH2:29][O:30][CH2:31][CH2:32][CH2:33][CH2:34][CH2:35][CH2:36][CH2:37][CH2:38][OH:39])=[CH:27][CH:26]=1.FC(F)(F)C1C=CC(COCCCCCCCC(O)=O)=CC=1.Cl.Cl.[CH2:68]([O:75][C:76](=[O:84])[CH2:77][C@@H:78]([NH2:83])[CH2:79][N:80]([CH3:82])[CH3:81])[C:69]1[CH:74]=[CH:73][CH:72]=[CH:71][CH:70]=1.